From a dataset of Peptide-MHC class I binding affinity with 185,985 pairs from IEDB/IMGT. Regression. Given a peptide amino acid sequence and an MHC pseudo amino acid sequence, predict their binding affinity value. This is MHC class I binding data. (1) The peptide sequence is AFSGVSWTMK. The MHC is HLA-A11:01 with pseudo-sequence HLA-A11:01. The binding affinity (normalized) is 0.469. (2) The MHC is HLA-C05:01 with pseudo-sequence YYAGYREKYRQTDVNKLYLRYNFYTWAERAYTWY. The peptide sequence is YPQLSAIAL. The binding affinity (normalized) is 0.0847. (3) The peptide sequence is SVNEYHMLK. The MHC is HLA-A68:01 with pseudo-sequence HLA-A68:01. The binding affinity (normalized) is 0.925. (4) The peptide sequence is FVVSFIAIV. The MHC is H-2-Db with pseudo-sequence H-2-Db. The binding affinity (normalized) is 0.180. (5) The peptide sequence is SIDHCSSFIV. The MHC is HLA-A68:02 with pseudo-sequence HLA-A68:02. The binding affinity (normalized) is 0.390. (6) The binding affinity (normalized) is 0.892. The MHC is Mamu-B52 with pseudo-sequence Mamu-B52. The peptide sequence is VGNVYGKF. (7) The peptide sequence is TSTLQEQIAW. The MHC is HLA-B45:01 with pseudo-sequence HLA-B45:01. The binding affinity (normalized) is 0. (8) The peptide sequence is AMYTPHTVL. The MHC is HLA-A30:02 with pseudo-sequence HLA-A30:02. The binding affinity (normalized) is 0.